Dataset: Full USPTO retrosynthesis dataset with 1.9M reactions from patents (1976-2016). Task: Predict the reactants needed to synthesize the given product. (1) Given the product [CH2:6]([O:13][C:14]1[C:28]([CH:29]=[N:5][C:1]([CH3:4])([CH3:3])[CH3:2])=[CH:27][C:26]([O:31][CH3:32])=[C:25]([CH3:33])[C:15]=1[C:16]([O:18][C:19]1[CH:24]=[CH:23][CH:22]=[CH:21][CH:20]=1)=[O:17])[C:7]1[CH:12]=[CH:11][CH:10]=[CH:9][CH:8]=1, predict the reactants needed to synthesize it. The reactants are: [C:1]([NH2:5])([CH3:4])([CH3:3])[CH3:2].[CH2:6]([O:13][C:14]1[C:28]([CH:29]=O)=[CH:27][C:26]([O:31][CH3:32])=[C:25]([CH3:33])[C:15]=1[C:16]([O:18][C:19]1[CH:24]=[CH:23][CH:22]=[CH:21][CH:20]=1)=[O:17])[C:7]1[CH:12]=[CH:11][CH:10]=[CH:9][CH:8]=1. (2) Given the product [Cl:36][C:37]1[CH:44]=[CH:43][CH:42]=[C:39]([CH:40]=[C:12]2[CH2:16][CH2:15][CH2:14][CH2:13]2)[CH:38]=1, predict the reactants needed to synthesize it. The reactants are: C[Si](C)(C)[N-][Si](C)(C)C.[Na+].[Br-].[CH:12]1([P+](C2C=CC=CC=2)(C2C=CC=CC=2)C2C=CC=CC=2)[CH2:16][CH2:15][CH2:14][CH2:13]1.[Cl:36][C:37]1[CH:38]=[C:39]([CH:42]=[CH:43][CH:44]=1)[CH:40]=O. (3) Given the product [ClH:63].[NH2:55][CH2:54][C@H:51]1[CH2:52][CH2:53][C@H:48]([C:46]([NH:45][C@H:25]([C:26](=[O:44])[NH:27][C:28]2[CH:43]=[CH:42][C:31]3[NH:32][C:33]([C:35]([F:40])([F:41])[C:36]([F:37])([F:38])[F:39])=[N:34][C:30]=3[CH:29]=2)[CH2:24][C:21]2[CH:22]=[CH:23][C:18]([C:3]3[CH:4]=[CH:5][C:6]([C:8]([NH:9][CH:10]4[CH2:15][CH2:14][N:13]([CH3:16])[CH2:12][CH2:11]4)=[O:17])=[CH:7][C:2]=3[CH3:1])=[CH:19][CH:20]=2)=[O:47])[CH2:49][CH2:50]1, predict the reactants needed to synthesize it. The reactants are: [CH3:1][C:2]1[CH:7]=[C:6]([C:8](=[O:17])[NH:9][CH:10]2[CH2:15][CH2:14][N:13]([CH3:16])[CH2:12][CH2:11]2)[CH:5]=[CH:4][C:3]=1[C:18]1[CH:23]=[CH:22][C:21]([CH2:24][C@H:25]([NH:45][C:46]([C@H:48]2[CH2:53][CH2:52][C@H:51]([CH2:54][NH:55]C(=O)OC(C)(C)C)[CH2:50][CH2:49]2)=[O:47])[C:26](=[O:44])[NH:27][C:28]2[CH:43]=[CH:42][C:31]3[NH:32][C:33]([C:35]([F:41])([F:40])[C:36]([F:39])([F:38])[F:37])=[N:34][C:30]=3[CH:29]=2)=[CH:20][CH:19]=1.[ClH:63].